Task: Predict the reaction yield, written as a fraction of the theoretical maximum amount of product (1.0 means a 100% yield; for example, 0.34 means a 34% yield).. Dataset: Reaction yield outcomes from USPTO patents with 853,638 reactions (1) The reactants are [Cl:1][C:2]1[CH:7]=[CH:6][C:5]([C:8]2([C:11]([OH:13])=O)[CH2:10][CH2:9]2)=[CH:4][CH:3]=1.C1C=CC2N(O)N=NC=2C=1.CN(C(ON1N=NC2C=CC=CC1=2)=[N+](C)C)C.[B-](F)(F)(F)F.CCN(C(C)C)C(C)C.Cl.[NH2:56][CH2:57][C:58]([C:60]1[CH:65]=[CH:64][C:63]([Br:66])=[CH:62][CH:61]=1)=[O:59]. The catalyst is CN(C=O)C. The product is [Br:66][C:63]1[CH:62]=[CH:61][C:60]([C:58](=[O:59])[CH2:57][NH:56][C:11]([C:8]2([C:5]3[CH:4]=[CH:3][C:2]([Cl:1])=[CH:7][CH:6]=3)[CH2:9][CH2:10]2)=[O:13])=[CH:65][CH:64]=1. The yield is 0.900. (2) The reactants are [CH3:1][N:2]1[C:6]([N:7]2[CH2:13][CH:12]3O[CH:9]([CH2:10][CH2:11]3)[CH2:8]2)=[C:5]([N+:15]([O-:17])=[O:16])[CH:4]=[N:3]1.Cl.[CH3:19]CCCCCCC. No catalyst specified. The product is [CH3:1][N:2]1[C:6]([N:7]2[CH2:13][CH:12]3[CH2:19][CH:9]([CH2:10][CH2:11]3)[CH2:8]2)=[C:5]([N+:15]([O-:17])=[O:16])[CH:4]=[N:3]1. The yield is 0.990. (3) The yield is 0.880. The catalyst is Cl.O1CCOCC1. The product is [Br:1][C:2]1[CH:23]=[C:22](/[CH:24]=[CH:25]/[CH:26]([C:31]2[CH:32]=[C:33]([Cl:39])[C:34]([Cl:38])=[C:35]([Cl:37])[CH:36]=2)[C:27]([F:30])([F:28])[F:29])[CH:21]=[CH:20][C:3]=1[C:4]([NH:6][CH:7]1[CH2:12][CH2:11][NH:10][CH2:9][CH2:8]1)=[O:5]. The reactants are [Br:1][C:2]1[CH:23]=[C:22](/[CH:24]=[CH:25]/[CH:26]([C:31]2[CH:36]=[C:35]([Cl:37])[C:34]([Cl:38])=[C:33]([Cl:39])[CH:32]=2)[C:27]([F:30])([F:29])[F:28])[CH:21]=[CH:20][C:3]=1[C:4]([NH:6][CH:7]1[CH2:12][CH2:11][N:10](C(OC(C)(C)C)=O)[CH2:9][CH2:8]1)=[O:5]. (4) The reactants are [OH:1][C:2]1[CH:3]=[CH:4][C:5]2[C:9]([C:10]([O:12][CH3:13])=[O:11])=[C:8]([CH3:14])[S:7][C:6]=2[CH:15]=1.Cl[C:17]1[CH:22]=[CH:21][N:20]=[C:19]2[CH:23]=[C:24]([C:26]([N:28]3[CH2:32][CH2:31][CH2:30][C@H:29]3[CH2:33][O:34][CH3:35])=[O:27])[S:25][C:18]=12. No catalyst specified. The product is [CH3:35][O:34][CH2:33][C@@H:29]1[CH2:30][CH2:31][CH2:32][N:28]1[C:26]([C:24]1[S:25][C:18]2[C:19](=[N:20][CH:21]=[CH:22][C:17]=2[O:1][C:2]2[CH:3]=[CH:4][C:5]3[C:9]([C:10]([O:12][CH3:13])=[O:11])=[C:8]([CH3:14])[S:7][C:6]=3[CH:15]=2)[CH:23]=1)=[O:27]. The yield is 0.400.